Predict the reaction yield, written as a fraction of the theoretical maximum amount of product (1.0 means a 100% yield; for example, 0.34 means a 34% yield). From a dataset of Reaction yield outcomes from USPTO patents with 853,638 reactions. (1) The reactants are I([O-])(=O)(=O)=[O:2].[Na+].[OH:7][CH2:8][C@H:9]1[CH2:11][C@@H:10]1[CH2:12][C:13]([O:15][CH2:16][C:17]1[CH:22]=[CH:21][CH:20]=[CH:19][CH:18]=1)=[O:14]. The catalyst is CC(C)=O.O.O.[Ru](=O)=O. The product is [CH2:16]([O:15][C:13](=[O:14])[CH2:12][C@H:10]1[CH2:11][C@@H:9]1[C:8]([OH:2])=[O:7])[C:17]1[CH:18]=[CH:19][CH:20]=[CH:21][CH:22]=1. The yield is 0.910. (2) The reactants are Br[C:2]1[CH:7]=[CH:6][C:5]([CH2:8][C@H:9]([O:14][CH2:15][C:16]2[CH:21]=[CH:20][CH:19]=[CH:18][CH:17]=2)[C:10]([O:12][CH3:13])=[O:11])=[CH:4][CH:3]=1.[CH3:22][NH:23][C:24]1[CH:29]=[CH:28][CH:27]=[C:26](B2OC(C)(C)C(C)(C)O2)[CH:25]=1.P([O-])([O-])([O-])=O.[K+].[K+].[K+].O. The catalyst is CN(C)C=O.C1C=CC([P]([Pd]([P](C2C=CC=CC=2)(C2C=CC=CC=2)C2C=CC=CC=2)([P](C2C=CC=CC=2)(C2C=CC=CC=2)C2C=CC=CC=2)[P](C2C=CC=CC=2)(C2C=CC=CC=2)C2C=CC=CC=2)(C2C=CC=CC=2)C2C=CC=CC=2)=CC=1. The product is [CH2:15]([O:14][C@@H:9]([CH2:8][C:5]1[CH:6]=[CH:7][C:2]([C:26]2[CH:27]=[CH:28][CH:29]=[C:24]([NH:23][CH3:22])[CH:25]=2)=[CH:3][CH:4]=1)[C:10]([O:12][CH3:13])=[O:11])[C:16]1[CH:21]=[CH:20][CH:19]=[CH:18][CH:17]=1. The yield is 0.610.